This data is from Forward reaction prediction with 1.9M reactions from USPTO patents (1976-2016). The task is: Predict the product of the given reaction. (1) Given the reactants O1C=CC=C1[C:6]1[CH:7]=[C:8]([CH:22]=[CH:23][CH:24]=1)/[CH:9]=[C:10]1\[CH2:11][CH2:12][C:13]2[NH:14][C:15]([C:18]([O:20][CH3:21])=[O:19])=[CH:16][C:17]\1=2.[C:25]([O:28][CH2:29][CH3:30])(=O)[CH3:26], predict the reaction product. The product is: [O:28]1[CH2:29][CH2:30][CH:26]([C:6]2[CH:7]=[C:8]([CH:22]=[CH:23][CH:24]=2)[CH2:9][CH:10]2[C:17]3[CH:16]=[C:15]([C:18]([O:20][CH3:21])=[O:19])[NH:14][C:13]=3[CH2:12][CH2:11]2)[CH2:25]1. (2) The product is: [C:1]([O:5][C:6](=[O:22])[CH2:7][C:8]1([C:13]2[CH:18]=[CH:17][C:16]([NH2:19])=[CH:15][CH:14]=2)[CH2:12][CH2:11][CH2:10][CH2:9]1)([CH3:4])([CH3:2])[CH3:3]. Given the reactants [C:1]([O:5][C:6](=[O:22])[CH2:7][C:8]1([C:13]2[CH:18]=[CH:17][C:16]([N+:19]([O-])=O)=[CH:15][CH:14]=2)[CH2:12][CH2:11][CH2:10][CH2:9]1)([CH3:4])([CH3:3])[CH3:2].O.[Cl-].[NH4+], predict the reaction product.